From a dataset of Peptide-MHC class I binding affinity with 185,985 pairs from IEDB/IMGT. Regression. Given a peptide amino acid sequence and an MHC pseudo amino acid sequence, predict their binding affinity value. This is MHC class I binding data. (1) The peptide sequence is VTFRERYSY. The MHC is HLA-A33:01 with pseudo-sequence HLA-A33:01. The binding affinity (normalized) is 0.213. (2) The peptide sequence is RVFKETLFL. The MHC is HLA-B39:01 with pseudo-sequence HLA-B39:01. The binding affinity (normalized) is 0.0847.